This data is from Reaction yield outcomes from USPTO patents with 853,638 reactions. The task is: Predict the reaction yield, written as a fraction of the theoretical maximum amount of product (1.0 means a 100% yield; for example, 0.34 means a 34% yield). (1) The reactants are [C:1]([C:3]1[CH:8]=[CH:7][C:6]([O:9][CH3:10])=[CH:5][C:4]=1[CH3:11])#[CH:2].[Cl:12][C:13]1[C:14]([C:20]#[N:21])=[N:15][CH:16]=[C:17](Cl)[CH:18]=1.C(N(CC)CC)C. The catalyst is [Cu]I.Cl[Pd](Cl)([P](C1C=CC=CC=1)(C1C=CC=CC=1)C1C=CC=CC=1)[P](C1C=CC=CC=1)(C1C=CC=CC=1)C1C=CC=CC=1.CN(C=O)C. The product is [Cl:12][C:13]1[C:14]([C:20]#[N:21])=[N:15][CH:16]=[C:17]([C:2]#[C:1][C:3]2[CH:8]=[CH:7][C:6]([O:9][CH3:10])=[CH:5][C:4]=2[CH3:11])[CH:18]=1. The yield is 0.0400. (2) The reactants are [CH3:1][N:2]1[C:6]2[CH:7]=[C:8]([C:11](Cl)=[O:12])[CH:9]=[CH:10][C:5]=2[O:4][C:3]1=[O:14].Br[CH2:16][C:17]1[CH:22]=[CH:21][C:20]([O:23][CH3:24])=[CH:19][C:18]=1[Cl:25].C([O-])(O)=O.[Na+]. The yield is 0.550. The product is [Cl:25][C:18]1[CH:19]=[C:20]([O:23][CH3:24])[CH:21]=[CH:22][C:17]=1[CH2:16][C:11]([C:8]1[CH:9]=[CH:10][C:5]2[O:4][C:3](=[O:14])[N:2]([CH3:1])[C:6]=2[CH:7]=1)=[O:12]. The catalyst is COCCOC.[Zn].C1C=CC([P]([Pd]([P](C2C=CC=CC=2)(C2C=CC=CC=2)C2C=CC=CC=2)([P](C2C=CC=CC=2)(C2C=CC=CC=2)C2C=CC=CC=2)[P](C2C=CC=CC=2)(C2C=CC=CC=2)C2C=CC=CC=2)(C2C=CC=CC=2)C2C=CC=CC=2)=CC=1. (3) The reactants are [S:1]1[CH:5]=[CH:4][N:3]=[C:2]1[NH:6][C:7]1[C:15]2[C:10](=[CH:11][CH:12]=[C:13]([C:16]3[N:28]=[CH:27][CH:26]=[CH:25][C:17]=3[C:18]([O:20]C(C)(C)C)=[O:19])[CH:14]=2)[NH:9][N:8]=1.C(OCC)(=O)C.Cl. No catalyst specified. The product is [S:1]1[CH:5]=[CH:4][N:3]=[C:2]1[NH:6][C:7]1[C:15]2[C:10](=[CH:11][CH:12]=[C:13]([C:16]3[N:28]=[CH:27][CH:26]=[CH:25][C:17]=3[C:18]([OH:20])=[O:19])[CH:14]=2)[NH:9][N:8]=1. The yield is 1.00. (4) The reactants are [CH2:1]([NH:3][C:4]1[CH:8]=[C:7]([C:9]2[CH:14]=[CH:13][N:12]=[CH:11][CH:10]=2)[S:6][C:5]=1[C:15]([OH:17])=O)[CH3:2].[Cl-].[NH4+].C([N:22](CC)CC)C.ON1C2C=CC=CC=2N=N1.Cl.C(N=C=NCCCN(C)C)C.C(=O)([O-])O.[Na+]. The catalyst is O.CN(C=O)C. The product is [CH2:1]([NH:3][C:4]1[CH:8]=[C:7]([C:9]2[CH:14]=[CH:13][N:12]=[CH:11][CH:10]=2)[S:6][C:5]=1[C:15]([NH2:22])=[O:17])[CH3:2]. The yield is 0.620. (5) The product is [CH3:20][C:10]1[CH:15]=[CH:14][C:13]([S:16]([O:9][CH2:8][CH2:7][C:6]2[S:5][CH:4]=[N:3][C:2]=2[CH3:1])(=[O:18])=[O:17])=[CH:12][CH:11]=1. The catalyst is C(Cl)Cl.N1C=CC=CC=1. The reactants are [CH3:1][C:2]1[N:3]=[CH:4][S:5][C:6]=1[CH2:7][CH2:8][OH:9].[C:10]1([CH3:20])[CH:15]=[CH:14][C:13]([S:16](Cl)(=[O:18])=[O:17])=[CH:12][CH:11]=1. The yield is 0.650. (6) The reactants are C[C:2]1[N:3]([CH3:12])[C:4]([CH:10]=[O:11])=[CH:5][C:6]=1[C:7]([OH:9])=[O:8].[C:13](OC(O[C:13]([CH3:16])([CH3:15])[CH3:14])N(C)C)([CH3:16])([CH3:15])[CH3:14]. The product is [CH:10]([C:4]1[N:3]([CH3:12])[CH:2]=[C:6]([C:7]([O:9][C:13]([CH3:16])([CH3:15])[CH3:14])=[O:8])[CH:5]=1)=[O:11]. The catalyst is C1(C)C=CC=CC=1. The yield is 0.650. (7) The reactants are NC1N(C)N=CC=1C1C=CC(C2C=CC(C3(C(OCC)=O)CC3)=CC=2)=CC=1.[CH2:28]([O:30][C:31]([C:33]1([C:36]2[CH:41]=[CH:40][C:39]([C:42]3[CH:47]=[CH:46][C:45]([C:48]4[CH:49]=[N:50][N:51]([CH3:65])[C:52]=4[NH:53][C:54]([O:56][C@@H:57]([C:59]4[CH:64]=[CH:63][CH:62]=[CH:61][CH:60]=4)[CH3:58])=[O:55])=[CH:44][CH:43]=3)=[CH:38][CH:37]=2)[CH2:35][CH2:34]1)=[O:32])[CH3:29].[Cl:66]C(Cl)(OC(=O)OC(Cl)(Cl)Cl)Cl.ClC1C=CC=CC=1C(O)C. The catalyst is ClCCl.C1(C)C=CC=CC=1. The product is [CH2:28]([O:30][C:31]([C:33]1([C:36]2[CH:37]=[CH:38][C:39]([C:42]3[CH:47]=[CH:46][C:45]([C:48]4[CH:49]=[N:50][N:51]([CH3:65])[C:52]=4[NH:53][C:54]([O:56][CH:57]([C:59]4[CH:60]=[CH:61][CH:62]=[CH:63][C:64]=4[Cl:66])[CH3:58])=[O:55])=[CH:44][CH:43]=3)=[CH:40][CH:41]=2)[CH2:35][CH2:34]1)=[O:32])[CH3:29]. The yield is 0.704.